Dataset: Forward reaction prediction with 1.9M reactions from USPTO patents (1976-2016). Task: Predict the product of the given reaction. Given the reactants I[C:2]1[CH:3]=[C:4]([C:8]2[S:9][CH:10]=[C:11]([C:13]3[CH:18]=[CH:17][CH:16]=[CH:15][N:14]=3)[N:12]=2)[CH:5]=[CH:6][CH:7]=1.[CH3:19][N:20](C)C=O, predict the reaction product. The product is: [C:19]([C:2]1[CH:3]=[C:4]([C:8]2[S:9][CH:10]=[C:11]([C:13]3[CH:18]=[CH:17][CH:16]=[CH:15][N:14]=3)[N:12]=2)[CH:5]=[CH:6][CH:7]=1)#[N:20].